Dataset: Catalyst prediction with 721,799 reactions and 888 catalyst types from USPTO. Task: Predict which catalyst facilitates the given reaction. (1) Reactant: [CH3:1][N+:2]([CH2:5][C@H:6]([NH2:11])[CH2:7][C:8]([O-:10])=[O:9])([CH3:4])[CH3:3].C(N(C(C)C)CC)(C)C.[N:21]([C:24]1[CH:29]=[CH:28][C:27]([O:30][C:31]2[CH:36]=[CH:35][CH:34]=[CH:33][CH:32]=2)=[CH:26][CH:25]=1)=[C:22]=[O:23]. Product: [O:30]([C:27]1[CH:26]=[CH:25][C:24]([NH:21][C:22](=[O:23])[NH:11][C@@H:6]([CH2:5][N+:2]([CH3:3])([CH3:4])[CH3:1])[CH2:7][C:8]([O-:10])=[O:9])=[CH:29][CH:28]=1)[C:31]1[CH:32]=[CH:33][CH:34]=[CH:35][CH:36]=1. The catalyst class is: 5. (2) Reactant: [H-].[Na+].[C:3]([O:7][C@H:8]1[CH2:12][N:11]([S:13]([C:16]2[CH:25]=[CH:24][C:23]3[C:18](=[CH:19][CH:20]=[CH:21][CH:22]=3)[CH:17]=2)(=[O:15])=[O:14])[C@H:10]([CH2:26][OH:27])[CH2:9]1)([CH3:6])([CH3:5])[CH3:4].[CH2:28](Br)[C:29]1[CH:34]=[CH:33][CH:32]=[CH:31][CH:30]=1. Product: [CH2:28]([O:27][CH2:26][C@@H:10]1[CH2:9][C@@H:8]([O:7][C:3]([CH3:6])([CH3:5])[CH3:4])[CH2:12][N:11]1[S:13]([C:16]1[CH:25]=[CH:24][C:23]2[C:18](=[CH:19][CH:20]=[CH:21][CH:22]=2)[CH:17]=1)(=[O:15])=[O:14])[C:29]1[CH:34]=[CH:33][CH:32]=[CH:31][CH:30]=1. The catalyst class is: 16.